This data is from Reaction yield outcomes from USPTO patents with 853,638 reactions. The task is: Predict the reaction yield, written as a fraction of the theoretical maximum amount of product (1.0 means a 100% yield; for example, 0.34 means a 34% yield). The reactants are Br[C:2]1[CH:3]=[CH:4][C:5]([C:8](=[O:10])[CH3:9])=[N:6][CH:7]=1.[F:11][C:12]1[CH:13]=[C:14]([N:27]2[CH2:31][C@H:30]([CH2:32][N:33]3[CH:37]=[CH:36][N:35]=[N:34]3)[O:29][C:28]2=[O:38])[CH:15]=[CH:16][C:17]=1B1OC(C)(C)C(C)(C)O1.C(=O)([O-])[O-].[Na+].[Na+]. The catalyst is CN(C=O)C.O. The product is [C:8]([C:5]1[N:6]=[CH:7][C:2]([C:17]2[CH:16]=[CH:15][C:14]([N:27]3[CH2:31][C@H:30]([CH2:32][N:33]4[CH:37]=[CH:36][N:35]=[N:34]4)[O:29][C:28]3=[O:38])=[CH:13][C:12]=2[F:11])=[CH:3][CH:4]=1)(=[O:10])[CH3:9]. The yield is 0.500.